The task is: Predict the product of the given reaction.. This data is from Forward reaction prediction with 1.9M reactions from USPTO patents (1976-2016). (1) The product is: [CH2:13]([C:10]1([C:20]2[CH:21]=[CH:22][C:23]([NH:26][CH3:27])=[CH:24][CH:25]=2)[CH2:11][CH2:12][NH:8][CH2:9]1)[C:14]1[CH:15]=[CH:16][CH:17]=[CH:18][CH:19]=1. Given the reactants C([N:8]1[CH2:12][CH2:11][C:10]([C:20]2[CH:25]=[CH:24][C:23]([NH:26][CH3:27])=[CH:22][CH:21]=2)([CH2:13][C:14]2[CH:19]=[CH:18][CH:17]=[CH:16][CH:15]=2)[CH2:9]1)C1C=CC=CC=1, predict the reaction product. (2) Given the reactants [CH2:1]([C:3]1[C:8]([CH:9]=O)=[CH:7][CH:6]=[CH:5][C:4]=1[C:11]1[S:15][C:14]([C:16]2[CH:17]=[CH:18][C:19]([O:24][CH:25]([CH3:27])[CH3:26])=[C:20]([CH:23]=2)[C:21]#[N:22])=[N:13][CH:12]=1)[CH3:2].C(O)(=O)C.C([O-])(=O)C.[Na+].[NH:37]1[CH2:40][CH:39]([C:41]([O:43][CH3:44])=[O:42])[CH2:38]1, predict the reaction product. The product is: [C:21]([C:20]1[CH:23]=[C:16]([C:14]2[S:15][C:11]([C:4]3[C:3]([CH2:1][CH3:2])=[C:8]([CH2:9][N:37]4[CH2:40][CH:39]([C:41]([O:43][CH3:44])=[O:42])[CH2:38]4)[CH:7]=[CH:6][CH:5]=3)=[CH:12][N:13]=2)[CH:17]=[CH:18][C:19]=1[O:24][CH:25]([CH3:27])[CH3:26])#[N:22]. (3) Given the reactants C([O:4][CH2:5][C:6]1[C:11]([N:12]2[CH2:24][CH2:23][N:15]3[C:16]4[CH2:17][CH2:18][CH2:19][CH2:20][C:21]=4[CH:22]=[C:14]3[C:13]2=[O:25])=[CH:10][C:9]([F:26])=[CH:8][C:7]=1[C:27]1[CH:28]=[C:29]([NH:36][C:37]2[CH:42]=[CH:41][C:40]([N:43]3[CH2:48][CH2:47][N:46]([CH:49]4[CH2:52][O:51][CH2:50]4)[CH2:45][CH2:44]3)=[CH:39][N:38]=2)[C:30]2[N:31]([N:33]=[CH:34][N:35]=2)[CH:32]=1)(=O)C.[Li+].[OH-], predict the reaction product. The product is: [F:26][C:9]1[CH:8]=[C:7]([C:27]2[CH:28]=[C:29]([NH:36][C:37]3[CH:42]=[CH:41][C:40]([N:43]4[CH2:44][CH2:45][N:46]([CH:49]5[CH2:50][O:51][CH2:52]5)[CH2:47][CH2:48]4)=[CH:39][N:38]=3)[C:30]3[N:31]([N:33]=[CH:34][N:35]=3)[CH:32]=2)[C:6]([CH2:5][OH:4])=[C:11]([N:12]2[CH2:24][CH2:23][N:15]3[C:16]4[CH2:17][CH2:18][CH2:19][CH2:20][C:21]=4[CH:22]=[C:14]3[C:13]2=[O:25])[CH:10]=1. (4) Given the reactants Cl[C:2]1[CH:7]=[C:6]([C:8]2[CH:13]=[CH:12][CH:11]=[CH:10][CH:9]=2)[N:5]=[C:4]([CH3:14])[N:3]=1.[CH2:15]([OH:19])[C:16]#[C:17][CH3:18].[H-].[Na+].O, predict the reaction product. The product is: [CH3:14][C:4]1[N:5]=[C:6]([C:8]2[CH:13]=[CH:12][CH:11]=[CH:10][CH:9]=2)[CH:7]=[C:2]([O:19][CH2:15][C:16]#[C:17][CH3:18])[N:3]=1. (5) Given the reactants Br[C:2]1[CH:7]=[CH:6][C:5]([CH2:8][CH2:9][CH2:10][N:11]2[CH2:16][CH2:15][O:14][CH2:13][CH2:12]2)=[CH:4][CH:3]=1.[B:17]1([B:17]2[O:21][C:20]([CH3:23])([CH3:22])[C:19]([CH3:25])([CH3:24])[O:18]2)[O:21][C:20]([CH3:23])([CH3:22])[C:19]([CH3:25])([CH3:24])[O:18]1.CC([O-])=O.[K+], predict the reaction product. The product is: [CH3:24][C:19]1([CH3:25])[C:20]([CH3:23])([CH3:22])[O:21][B:17]([C:2]2[CH:7]=[CH:6][C:5]([CH2:8][CH2:9][CH2:10][N:11]3[CH2:16][CH2:15][O:14][CH2:13][CH2:12]3)=[CH:4][CH:3]=2)[O:18]1. (6) Given the reactants [C:1]1([CH:7]([C:29]2[CH:34]=[CH:33][CH:32]=[CH:31][CH:30]=2)[N:8]2[C:16]3[C:11](=[CH:12][CH:13]=[CH:14][CH:15]=3)[C:10]([C:18]3[CH:23]=[C:22]([F:24])[C:21]([O:25][CH3:26])=[CH:20][C:19]=3[OH:27])(O)[C:9]2=[O:28])[CH:6]=[CH:5][CH:4]=[CH:3][CH:2]=1.C1(C(C2C=CC=CC=2)N2C3C(=CC=CC=3)C(O)(C3C=C(C)C(OC)=CC=3O)C2=O)C=CC=CC=1, predict the reaction product. The product is: [C:29]1([CH:7]([C:1]2[CH:6]=[CH:5][CH:4]=[CH:3][CH:2]=2)[N:8]2[C:16]3[C:11](=[CH:12][CH:13]=[CH:14][CH:15]=3)[CH:10]([C:18]3[CH:23]=[C:22]([F:24])[C:21]([O:25][CH3:26])=[CH:20][C:19]=3[OH:27])[C:9]2=[O:28])[CH:30]=[CH:31][CH:32]=[CH:33][CH:34]=1. (7) Given the reactants O.O.[Sn](Cl)(Cl)(Cl)Cl.[Br:8][C:9]1[CH:10]=[CH:11][C:12]2[N:13]([CH:15]=[C:16]([C:18]3[CH:23]=[CH:22][C:21]([N+:24]([O-])=O)=[CH:20][CH:19]=3)[N:17]=2)[CH:14]=1, predict the reaction product. The product is: [Br:8][C:9]1[CH:10]=[CH:11][C:12]2[N:13]([CH:15]=[C:16]([C:18]3[CH:23]=[CH:22][C:21]([NH2:24])=[CH:20][CH:19]=3)[N:17]=2)[CH:14]=1.